From a dataset of Full USPTO retrosynthesis dataset with 1.9M reactions from patents (1976-2016). Predict the reactants needed to synthesize the given product. (1) The reactants are: [CH3:1][O:2][C:3]1[CH:8]=[CH:7][C:6]([NH:9][C:10]([C:12]2[CH:17]=[CH:16][C:15]([C:18]3[CH:23]=[CH:22][CH:21]=[CH:20][CH:19]=3)=[CH:14][CH:13]=2)=[O:11])=[CH:5][C:4]=1[NH:24][C:25](=[O:35])[CH2:26][N:27]1[CH2:33][CH:32]2[O:34][CH:29]([CH2:30][CH2:31]2)[CH2:28]1.ClCC(NC1C=C(NC(C2C=CC(C3C=CC=CC=3)=CC=2)=O)C=CC=1OC)=O.O1C2(CCNC2)CC1.C(N(CC)CC)C. Given the product [CH3:1][O:2][C:3]1[CH:8]=[CH:7][C:6]([NH:9][C:10]([C:12]2[CH:13]=[CH:14][C:15]([C:18]3[CH:23]=[CH:22][CH:21]=[CH:20][CH:19]=3)=[CH:16][CH:17]=2)=[O:11])=[CH:5][C:4]=1[NH:24][C:25](=[O:35])[CH2:26][N:27]1[CH2:33][CH2:32][C:31]2([O:34][CH2:29][CH2:30]2)[CH2:28]1, predict the reactants needed to synthesize it. (2) The reactants are: Br[CH2:2][CH:3]1[O:8][C:7]2[CH:9]=[CH:10][CH:11]=[CH:12][C:6]=2[O:5][CH2:4]1.Br.[NH:14]1[CH2:19][CH2:18][CH2:17][CH:16]([C:20]2[CH:25]=[CH:24][CH:23]=[CH:22][C:21]=2[OH:26])[CH2:15]1. Given the product [O:8]1[C:7]2[CH:9]=[CH:10][CH:11]=[CH:12][C:6]=2[O:5][CH2:4][CH:3]1[CH2:2][N:14]1[CH2:19][CH2:18][CH2:17][CH:16]([C:20]2[CH:25]=[CH:24][CH:23]=[CH:22][C:21]=2[OH:26])[CH2:15]1, predict the reactants needed to synthesize it. (3) The reactants are: [NH2:1][CH2:2][C:3]([OH:5])=[O:4].[OH-].[Na+].[C:8](Cl)(=[O:12])[C:9]([CH3:11])=[CH2:10]. Given the product [C:8]([NH2:1])(=[O:12])[C:9]([CH3:11])=[CH2:10].[NH2:1][CH2:2][C:3]([OH:5])=[O:4], predict the reactants needed to synthesize it. (4) Given the product [C:1]([C:4]1[C:13]2[C:8](=[CH:9][CH:10]=[CH:11][CH:12]=2)[CH:7]=[CH:6][C:5]=1[C:19]1[C:29]2[C:28]([C:27]3[CH:26]=[CH:25][CH:24]=[CH:23][C:36]=3[CH:35]=1)=[CH:33][CH:32]=[CH:31][CH:30]=2)(=[O:3])[CH3:2], predict the reactants needed to synthesize it. The reactants are: [C:1]([C:4]1[C:13]2[C:8](=[CH:9][CH:10]=[CH:11][CH:12]=2)[CH:7]=[C:6](OS(O)(=O)=O)[C:5]=1[C:19](F)(F)F)(=[O:3])[CH3:2].[CH:23]1[C:36]2[CH:35]=C(B(O)O)[C:33]3[C:28](=[CH:29][CH:30]=[CH:31][CH:32]=3)[C:27]=2[CH:26]=[CH:25][CH:24]=1.C(=O)([O-])[O-].[Na+].[Na+].